This data is from Catalyst prediction with 721,799 reactions and 888 catalyst types from USPTO. The task is: Predict which catalyst facilitates the given reaction. (1) Reactant: [Br:1][C:2]1[CH:7]=[CH:6][C:5]([C:8]2[CH:13]=[CH:12][C:11]([CH2:14][C:15](=[O:17])[CH3:16])=[CH:10][CH:9]=2)=[CH:4][CH:3]=1.[BH4-].[Na+]. Product: [Br:1][C:2]1[CH:3]=[CH:4][C:5]([C:8]2[CH:13]=[CH:12][C:11]([CH2:14][CH:15]([OH:17])[CH3:16])=[CH:10][CH:9]=2)=[CH:6][CH:7]=1. The catalyst class is: 8. (2) The catalyst class is: 2. Reactant: [Br-:1].[Br-].C1(P(C2C=CC=CC=2)C2C=CC=CC=2)C=CC=CC=1.BrBr.C1(P(C2C=CC=CC=2)C2C=CC=CC=2)C=CC=CC=1.[Cl:43][C:44]1[CH:49]=[CH:48][C:47]([CH:50]([CH3:54])[CH2:51][CH2:52]O)=[CH:46][CH:45]=1. Product: [Br:1][CH2:52][CH2:51][CH:50]([C:47]1[CH:48]=[CH:49][C:44]([Cl:43])=[CH:45][CH:46]=1)[CH3:54]. (3) Reactant: [Br:1][C:2]1[CH:8]=[CH:7][C:5]([NH2:6])=[CH:4][CH:3]=1.C(N(CC)CC)C.[C:16]1([CH2:22][C:23](Cl)=[O:24])[CH:21]=[CH:20][CH:19]=[CH:18][CH:17]=1. Product: [Br:1][C:2]1[CH:8]=[CH:7][C:5]([NH:6][C:23](=[O:24])[CH2:22][C:16]2[CH:21]=[CH:20][CH:19]=[CH:18][CH:17]=2)=[CH:4][CH:3]=1. The catalyst class is: 119. (4) Reactant: C[Al](C)C.[F:5][C:6]1[CH:7]=[CH:8][C:9]([NH2:12])=[N:10][CH:11]=1.[Si:13]([O:20][CH:21]1[CH2:24][N:23]([CH2:25][C@H:26]([OH:31])[C:27](OC)=[O:28])[CH2:22]1)([C:16]([CH3:19])([CH3:18])[CH3:17])([CH3:15])[CH3:14].[C@H](O)(C([O-])=O)[C@@H](O)C([O-])=O.[Na+].[K+]. Product: [Si:13]([O:20][CH:21]1[CH2:24][N:23]([CH2:25][C@H:26]([OH:31])[C:27]([NH:12][C:9]2[CH:8]=[CH:7][C:6]([F:5])=[CH:11][N:10]=2)=[O:28])[CH2:22]1)([C:16]([CH3:19])([CH3:18])[CH3:17])([CH3:15])[CH3:14]. The catalyst class is: 133. (5) Reactant: [N+:1]([C:4]1[CH:5]=[C:6]2[C:11](=[CH:12][CH:13]=1)[NH:10][C:9](=O)[NH:8][C:7]2=O)([O-:3])=[O:2].P(Cl)(Cl)(Cl)=O.C(N(C(C)C)C=O)(C)C.Cl.[F:31][C:32]([F:36])([F:35])[CH2:33][NH2:34].C(N(CC)CC)C.[CH2:44]([NH2:47])[CH:45]=[CH2:46]. Product: [CH2:44]([NH:47][C:9]1[N:8]=[C:7]([NH:34][CH2:33][C:32]([F:36])([F:35])[F:31])[C:6]2[C:11](=[CH:12][CH:13]=[C:4]([N+:1]([O-:3])=[O:2])[CH:5]=2)[N:10]=1)[CH:45]=[CH2:46]. The catalyst class is: 6.